Task: Token-level Classification. Given an antigen amino acid sequence, predict which amino acid positions are active epitope sites capable of antibody binding. Output is a list of indices for active positions.. Dataset: B-cell epitopes from PDB crystal structures with 447 antigens (1) Given the antigen sequence: DKICLGHHAVSNGTKVNTLTERGVEVVNATETVERTNIPRICSKGKRTVDLGQCGLLGTITGPPQCDQFLEFSADLIIERREGSDVCYPGKFVNEEALRQILRESGGIDKEAMGFTYSGIRTNGATSACRRSGSSFYAEMKWLLSNTDNAAFPQMTKSYKNTRKSPALIVWGIHHSVSTAEQTKLYGSGNKLVTVGSSNYQQSFVPSPGARPQVNGLSGRIDFHWLMLNPNDTVTFSFNGAFIAPDRASFLRGKSMGIQSGVQVDANCEGDCYHSGGTIISNLPFQNIDSRAVGKCPRYVKQRSLLLATGMKNVPE, which amino acid positions are active epitope sites? The epitope positions are: [43, 268, 308]. The amino acids at these positions are: KET. (2) Given the antigen sequence: NRCLKANAKSCGECIQAGPNCGWCTNSTFARCDDLEALKKKGCPPDDIENPRGSKDIKKNKNVTNRSKGTAEKLKPEDIHQIQPQQLVLRLRSGEPQTFTLKFKRAEDYPIDLYYLMDLSYSMKDDLENVKSLGTDLMNEMRRITSDFRIGFGSFVEKTVMPYISTTPAKLRNPCTSEQNCTTPFSYKNVLSLTNKGEVFNELVGKQRISGNLDSPEGGFDAIMQVAVCGSLIGWRNVTRLLVFSTDAGFHFAGDGKLGGIVLPNDGQCHLENNMYTMSHYYDYPSIAHLVQKLSENNIQTIFAVTEEFQPVYKELKNLIPKSAVGTLSANSSNVIQLIIDAYNSLSSEVILENGKLSEGVTISYKSYCKNGVNGTGENGRKCSNISIGDEVQFEISITSNKCPKKDSDSFKIRPLGFTEEVEVILQYICECE, which amino acid positions are active epitope sites? The epitope positions are: [64, 65, 66, 67, 68, 69, 70, 71, 72, 74, 106, 107, 138, 141, 142, 143, 144, 145, 386, 387]. The amino acids at these positions are: NRSKGTAEKKEDNRRITSSI. (3) Given the antigen sequence: VECDFSPLLSGTPPQVYNFKRLVFTNCNYNLTKLLSLFSVNDFTCSQISPAAIASNCYSSLILDYFSYPLSMKSDLSVSSAGPISQFNYKQSFSNPTCLILATVPHNLTTITKPLKYSYINKCSRFLSDDRTEVPQLVNANQYSPCVSIVPSTVWEDGDYYRKQLSPLEGGGWLVASGSTVAMTEQLQMGFGITVQYGTDTNSVCPKLEFA, which amino acid positions are active epitope sites? The epitope positions are: [121, 125, 129, 132, 154, 155, 157, 158, 159, 160, 161, 172, 174, 175, 176]. The amino acids at these positions are: KFDEWEGDYYRWVAS. (4) Given the antigen sequence: NEECTVTGFLRDKLQYRSRLQYMKHYFPINYKISVPYEGVFRIANVTRLQRAQVSERELRYLWVLVSLSATESVQDVLLEGHPSWKYLQEVETLLLNVQQGLTDVEVSPKVESVLSLLNAPGPNLKLVRPKALLDNCFRVMELLYCSCCKQSSVLNWQDCE, which amino acid positions are active epitope sites? The epitope positions are: [15, 23, 29, 31, 33, 41, 42, 126, 128, 130, 134, 135, 138]. The amino acids at these positions are: YKNKSRILRKDNR. (5) Given the antigen sequence: PSVFLFPPKPKDTLMISRTPEVTCVVVDVSHEEPEVKFNWYVDGVEVHNAKTKPREEQYNSTYRVVSVLTVLHQDWLNGKEYKCKVSNKALPAPIEKTISKAKGQPREPQVYTLPPSRDELTKNQVSLTCLVKGFYPSDIAVEWESNGQPENNYKTTPPVLDSDGSFFLYSKLTVDKSRWQQGNVFSCSVMHEALHNHYTQKSLSLSP, which amino acid positions are active epitope sites? The epitope positions are: [112, 117, 118, 121, 176, 180, 186, 199, 200, 201, 202, 203, 204, 205, 206]. The amino acids at these positions are: TRDTKQSTQKSLSLS. (6) Given the antigen sequence: TVEPNLHSLITSTTHKWIFVGGKGGVGKTTSSCSIAIQMALSQPNKQFLLISTNPAHNLSDAFGEKFGKDARKVTGMNNLSCMEIDPSAALKDMNDMADLTGSIPGIDEALSFMEVMKHIKRQEQGTFDTVIFDTAPTGHTLRFLQLPNTLSKLLEKFGEITDISGKLNELKANVETIRQQFTDPDLTTFVCVCISEFLSLYETERLIQELISYDMDVNSIIVNQLLFAENDQEHNCKRCQARWKMQKKYLDQIDELYEDFHVVKMPLCAGEIRGLNNLTKFSQFLNKEYNPITDGKVIYELED, which amino acid positions are active epitope sites? The epitope positions are: [59, 60, 63, 64, 65, 71, 74, 197, 200, 201, 204, 205, 207, 208, 211, 252, 253, 255, 256, 257... (24 total positions)]. The amino acids at these positions are: SDGEKRTFLYERIQIQIELYEDFR.